This data is from Full USPTO retrosynthesis dataset with 1.9M reactions from patents (1976-2016). The task is: Predict the reactants needed to synthesize the given product. (1) Given the product [CH3:11][N:12]1[CH2:17][CH2:16][C:15]2[NH:8][C:2]3[CH:7]=[CH:6][CH:5]=[CH:4][C:3]=3[C:14]=2[CH2:13]1, predict the reactants needed to synthesize it. The reactants are: Cl.[C:2]1([NH:8]N)[CH:7]=[CH:6][CH:5]=[CH:4][CH:3]=1.Cl.[CH3:11][N:12]1[CH2:17][CH2:16][C:15](=O)[CH2:14][CH2:13]1. (2) Given the product [NH2:8][C:6]1[C:5]([OH:12])=[C:4]([N+:13]([O-:15])=[O:14])[CH:3]=[C:2]([Cl:1])[CH:7]=1, predict the reactants needed to synthesize it. The reactants are: [Cl:1][C:2]1[CH:3]=[C:4]([N+:13]([O-:15])=[O:14])[C:5]([OH:12])=[C:6]([NH:8]C(=O)C)[CH:7]=1.